From a dataset of Full USPTO retrosynthesis dataset with 1.9M reactions from patents (1976-2016). Predict the reactants needed to synthesize the given product. (1) The reactants are: [CH:1]1[C:13]2[CH2:12][C:11]3[C:6](=[CH:7][CH:8]=[CH:9][CH:10]=3)[C:5]=2[CH:4]=[CH:3][C:2]=1[CH:14]=O.C([O-])(=O)C.[Na+].[Cl-].O[NH3+:23].C(O)(=O)C. Given the product [C:14]([C:2]1[CH:3]=[CH:4][C:5]2[C:6]3[C:11](=[CH:10][CH:9]=[CH:8][CH:7]=3)[CH2:12][C:13]=2[CH:1]=1)#[N:23], predict the reactants needed to synthesize it. (2) Given the product [CH3:11][N:8]1[C:7]([CH3:12])=[C:6]2[C:10]([C:2]([C:15]3[C:16]([CH3:21])=[CH:17][C:18]([CH3:20])=[CH:19][C:14]=3[CH3:13])=[CH:3][CH:4]=[CH:5]2)=[N:9]1, predict the reactants needed to synthesize it. The reactants are: Br[C:2]1[C:10]2[C:6](=[C:7]([CH3:12])[N:8]([CH3:11])[N:9]=2)[CH:5]=[CH:4][CH:3]=1.[CH3:13][C:14]1[CH:19]=[C:18]([CH3:20])[CH:17]=[C:16]([CH3:21])[C:15]=1B(O)O.P([O-])([O-])([O-])=O.[K+].[K+].[K+].C1(P(C2CCCCC2)C2C=CC=CC=2C2C=CC=CC=2N(C)C)CCCCC1. (3) Given the product [F:1][C:2]1[CH:7]=[C:6]([NH2:8])[CH:5]=[CH:4][C:3]=1[NH:11][C:12]1[CH:17]=[CH:16][N:15]=[C:14]2[CH:18]=[C:19]([C:21]3[N:22]=[CH:23][N:24]([CH3:26])[CH:25]=3)[S:20][C:13]=12, predict the reactants needed to synthesize it. The reactants are: [F:1][C:2]1[CH:7]=[C:6]([N+:8]([O-])=O)[CH:5]=[CH:4][C:3]=1[NH:11][C:12]1[CH:17]=[CH:16][N:15]=[C:14]2[CH:18]=[C:19]([C:21]3[N:22]=[CH:23][N:24]([CH3:26])[CH:25]=3)[S:20][C:13]=12.[NH4+].[Cl-].